Task: Regression. Given two drug SMILES strings and cell line genomic features, predict the synergy score measuring deviation from expected non-interaction effect.. Dataset: NCI-60 drug combinations with 297,098 pairs across 59 cell lines (1) Drug 1: C1C(C(OC1N2C=C(C(=O)NC2=O)F)CO)O. Synergy scores: CSS=5.08, Synergy_ZIP=-1.45, Synergy_Bliss=-1.08, Synergy_Loewe=-8.34, Synergy_HSA=-3.82. Drug 2: CC1CCC2CC(C(=CC=CC=CC(CC(C(=O)C(C(C(=CC(C(=O)CC(OC(=O)C3CCCCN3C(=O)C(=O)C1(O2)O)C(C)CC4CCC(C(C4)OC)OCCO)C)C)O)OC)C)C)C)OC. Cell line: OVCAR3. (2) Drug 1: CC1=C(C=C(C=C1)C(=O)NC2=CC(=CC(=C2)C(F)(F)F)N3C=C(N=C3)C)NC4=NC=CC(=N4)C5=CN=CC=C5. Drug 2: CN(C(=O)NC(C=O)C(C(C(CO)O)O)O)N=O. Cell line: SR. Synergy scores: CSS=10.3, Synergy_ZIP=-6.49, Synergy_Bliss=-9.05, Synergy_Loewe=-10.9, Synergy_HSA=-11.7.